From a dataset of Catalyst prediction with 721,799 reactions and 888 catalyst types from USPTO. Predict which catalyst facilitates the given reaction. (1) Product: [NH2:2][C:1]1[NH:19][C:10]2[C:9]([C:3]=1[C:4]([O:6][CH2:7][CH3:8])=[O:5])=[CH:14][C:13]([O:15][CH3:16])=[C:12]([O:17][CH3:18])[CH:11]=2. Reactant: [C:1]([CH:3]([C:9]1[CH:14]=[C:13]([O:15][CH3:16])[C:12]([O:17][CH3:18])=[CH:11][C:10]=1[N+:19]([O-])=O)[C:4]([O:6][CH2:7][CH3:8])=[O:5])#[N:2]. The catalyst class is: 565. (2) Reactant: [N+:1]([C:4]1[CH:9]=[CH:8][C:7]([C:10]2([C:16]#[N:17])[CH2:15][CH2:14][CH2:13][CH2:12][CH2:11]2)=[CH:6][CH:5]=1)([O-])=O. Product: [NH2:1][C:4]1[CH:5]=[CH:6][C:7]([C:10]2([C:16]#[N:17])[CH2:15][CH2:14][CH2:13][CH2:12][CH2:11]2)=[CH:8][CH:9]=1. The catalyst class is: 19. (3) Reactant: [N:1]([C@@H:4]([CH:31]([C:39]1[CH:44]=[CH:43][CH:42]=[C:41]([F:45])[CH:40]=1)[C:32]1[CH:37]=[CH:36][CH:35]=[C:34]([F:38])[CH:33]=1)[C:5]([NH:7][C:8]1[CH:29]=[CH:28][CH:27]=[C:26]([F:30])[C:9]=1[CH2:10][CH2:11][C@H:12]1[CH2:16][O:15]C(C)(C)[N:13]1C(OC(C)(C)C)=O)=[O:6])=[N+:2]=[N-:3].FC(F)(F)C(O)=O.O. Product: [NH2:13][C@H:12]([CH2:16][OH:15])[CH2:11][CH2:10][C:9]1[C:26]([F:30])=[CH:27][CH:28]=[CH:29][C:8]=1[NH:7][C:5](=[O:6])[C@@H:4]([N:1]=[N+:2]=[N-:3])[CH:31]([C:39]1[CH:44]=[CH:43][CH:42]=[C:41]([F:45])[CH:40]=1)[C:32]1[CH:37]=[CH:36][CH:35]=[C:34]([F:38])[CH:33]=1. The catalyst class is: 4. (4) Reactant: [Br:1]N1C(=O)CCC1=O.[CH3:9][CH2:10][CH2:11][CH2:12][CH2:13]C.[C:15]([O:18][CH2:19][CH3:20])(=O)[CH3:16].CCCCCC. Product: [Br:1][C:11]1[C:12]([CH3:13])=[CH:16][C:15]2[O:18][CH:19]=[CH:20][C:9]=2[CH:10]=1. The catalyst class is: 68.